Dataset: Full USPTO retrosynthesis dataset with 1.9M reactions from patents (1976-2016). Task: Predict the reactants needed to synthesize the given product. (1) Given the product [Br:1][C:2]1[CH:10]=[CH:9][C:5]([C:6]([NH:17][CH2:18][C:53]([OH:30])([CH3:54])[CH3:55])=[O:8])=[CH:4][C:3]=1[O:11][CH2:12][C:13]([F:16])([F:15])[F:14], predict the reactants needed to synthesize it. The reactants are: [Br:1][C:2]1[CH:10]=[CH:9][C:5]([C:6]([OH:8])=O)=[CH:4][C:3]=1[O:11][CH2:12][C:13]([F:16])([F:15])[F:14].[NH2:17][C:18](C)(C)CO.CN(C([O:30]N1N=NC2C=CC=NC1=2)=[N+](C)C)C.F[P-](F)(F)(F)(F)F.CCN([CH:53]([CH3:55])[CH3:54])C(C)C.C(=O)(O)[O-].[Na+]. (2) Given the product [CH3:34][O:33][C:30]1[CH:31]=[CH:32][C:27]([CH:26]=[N:4][C@@H:3]2[C@@H:5]([OH:6])[C@H:7]([OH:8])[C@@H:9]([CH2:11][OH:12])[O:10][CH:2]2[OH:1])=[CH:28][CH:29]=1, predict the reactants needed to synthesize it. The reactants are: [OH:1][CH:2]1[O:10][C@H:9]([CH2:11][OH:12])[C@@H:7]([OH:8])[C@H:5]([OH:6])[C@H:3]1[NH2:4].Cl.OC1O[C@H](CO)[C@@H](O)[C@H](O)[C@H]1N.[CH:26](=O)[C:27]1[CH:32]=[CH:31][C:30]([O:33][CH3:34])=[CH:29][CH:28]=1. (3) Given the product [CH2:21]([O:20][CH2:19]/[CH:18]=[CH:17]/[CH2:16][C@@H:15]([CH3:28])[C:14]([OH:29])=[O:37])[C:22]1[CH:23]=[CH:24][CH:25]=[CH:26][CH:27]=1, predict the reactants needed to synthesize it. The reactants are: C([C@H]1COC(=O)N1[C:14](=[O:29])[C@H:15]([CH3:28])[CH2:16]/[CH:17]=[CH:18]/[CH2:19][O:20][CH2:21][C:22]1[CH:27]=[CH:26][CH:25]=[CH:24][CH:23]=1)C1C=CC=CC=1.OO.O.[OH-].[Li+].S([O-])([O-])(=[O:37])=S.[Na+].[Na+]. (4) Given the product [Cl:1][C:2]1[N:10]=[C:9]2[C:5]([N:6]=[C:7]([CH2:12][N:20]3[CH2:23][CH:22]([N:24]4[CH2:29][CH2:28][O:27][CH2:26][CH2:25]4)[CH2:21]3)[N:8]2[CH3:11])=[C:4]([N:14]2[CH2:19][CH2:18][O:17][CH2:16][CH2:15]2)[N:3]=1, predict the reactants needed to synthesize it. The reactants are: [Cl:1][C:2]1[N:10]=[C:9]2[C:5]([N:6]=[C:7]([CH:12]=O)[N:8]2[CH3:11])=[C:4]([N:14]2[CH2:19][CH2:18][O:17][CH2:16][CH2:15]2)[N:3]=1.[NH:20]1[CH2:23][CH:22]([N:24]2[CH2:29][CH2:28][O:27][CH2:26][CH2:25]2)[CH2:21]1.C(O[BH-](OC(=O)C)OC(=O)C)(=O)C.[Na+]. (5) Given the product [Cl-:18].[Cl-:18].[CH3:16][Si:2]([CH3:15])([CH3:1])[O:3][CH2:4][CH2:5][CH:6]1[C:14]2[C:9](=[CH:10][CH:11]=[CH:12][CH:13]=2)[CH:8]=[C:7]1[Zr:22]([CH3:31])([CH3:30])([CH3:29])([CH3:28])([CH3:21])[CH:23]1[CH:27]=[CH:26][CH:25]=[CH:24]1, predict the reactants needed to synthesize it. The reactants are: [CH3:1][Si:2]([CH3:16])([CH3:15])[O:3][CH2:4][CH2:5][C-:6]1[C:14]2[C:9](=[CH:10][CH:11]=[CH:12][CH:13]=2)[CH:8]=[CH:7]1.[Li+].[Cl-:18].[Cl-].[Cl-].[CH3:21][Zr:22]([CH3:31])([CH3:30])([CH3:29])([CH3:28])[CH:23]1[CH:27]=[CH:26][CH:25]=[CH:24]1. (6) Given the product [O:26]=[C:24]([CH3:25])[CH2:23][O:14][C:13](=[O:15])[C:12]1[C:16]([F:21])=[CH:17][C:18]([F:20])=[CH:19][C:11]=1[NH:10][CH:7]1[CH2:8][CH2:9]1, predict the reactants needed to synthesize it. The reactants are: C(=O)([O-])[O-].[K+].[K+].[CH:7]1([NH:10][C:11]2[CH:19]=[C:18]([F:20])[CH:17]=[C:16]([F:21])[C:12]=2[C:13]([OH:15])=[O:14])[CH2:9][CH2:8]1.Cl[CH2:23][C:24](=[O:26])[CH3:25]. (7) The reactants are: [C:1]([C:4]1[CH:9]=[CH:8][CH:7]=[C:6]([C:10](=O)[CH3:11])[N:5]=1)(=O)[CH3:2].[Cl:13][C:14]1[CH:20]=[C:19]([CH3:21])[CH:18]=[C:17]([CH3:22])[C:15]=1[NH2:16]. Given the product [Cl:13][C:14]1[CH:20]=[C:19]([CH3:21])[CH:18]=[C:17]([CH3:22])[C:15]=1[N:16]=[C:1]([C:4]1[CH:9]=[CH:8][CH:7]=[C:6]([C:10](=[N:16][C:15]2[C:17]([CH3:22])=[CH:18][C:19]([CH3:21])=[CH:20][C:14]=2[Cl:13])[CH3:11])[N:5]=1)[CH3:2], predict the reactants needed to synthesize it. (8) Given the product [CH2:10]([O:9][C:7]([C:3]1[NH:4][CH:5]=[C:6]2[CH:27]([C:24]3[S:23][C:22]([S:21][C:13]4[NH:12][C:16]5[CH:17]=[CH:18][CH:19]=[CH:20][C:15]=5[N:14]=4)=[N:26][CH:25]=3)[C:30]3[C:31](=[O:35])[CH2:32][CH2:33][CH2:34][C:29]=3[NH:1][C:2]=12)=[O:8])[CH3:11], predict the reactants needed to synthesize it. The reactants are: [NH2:1][C:2]1[CH:6]=[CH:5][NH:4][C:3]=1[C:7]([O:9][CH2:10][CH3:11])=[O:8].[NH:12]1[C:16]2[CH:17]=[CH:18][CH:19]=[CH:20][C:15]=2[N:14]=[C:13]1[S:21][C:22]1[S:23][C:24]([CH:27]=O)=[CH:25][N:26]=1.[C:29]1(=O)[CH2:34][CH2:33][CH2:32][C:31](=[O:35])[CH2:30]1. (9) Given the product [Cl:25][C:26]1[CH:27]=[C:28]([NH:29][C:22]2[C:23]3[N:15]([CH2:14][CH2:13][O:12][CH2:11][CH2:10][OH:9])[CH:16]=[CH:17][C:18]=3[N:19]=[CH:20][N:21]=2)[CH:30]=[CH:31][C:32]=1[O:33][C:34]1[CH:39]=[CH:38][CH:37]=[C:36]([O:40][C:41]([F:46])([F:45])[CH:42]([F:44])[F:43])[CH:35]=1, predict the reactants needed to synthesize it. The reactants are: C([O:9][CH2:10][CH2:11][O:12][CH2:13][CH2:14][N:15]1[C:23]2[C:22](Cl)=[N:21][CH:20]=[N:19][C:18]=2[CH:17]=[CH:16]1)(=O)C1C=CC=CC=1.[Cl:25][C:26]1[CH:27]=[C:28]([CH:30]=[CH:31][C:32]=1[O:33][C:34]1[CH:39]=[CH:38][CH:37]=[C:36]([O:40][C:41]([F:46])([F:45])[CH:42]([F:44])[F:43])[CH:35]=1)[NH2:29].C(=O)([O-])O.[Na+]. (10) Given the product [Br:19][C:18]1([Br:21])[CH2:11][C:10]1([C:6]1[CH:7]=[CH:8][CH:9]=[C:4]([N+:1]([O-:3])=[O:2])[CH:5]=1)[C:12]1[CH:13]=[CH:14][CH:15]=[CH:16][CH:17]=1, predict the reactants needed to synthesize it. The reactants are: [N+:1]([C:4]1[CH:9]=[CH:8][CH:7]=[C:6]([C:10]([C:12]2[CH:17]=[CH:16][CH:15]=[CH:14][CH:13]=2)=[CH2:11])[CH:5]=1)([O-:3])=[O:2].[CH:18]([Br:21])(Br)[Br:19].[OH-].[Na+].